This data is from Peptide-MHC class I binding affinity with 185,985 pairs from IEDB/IMGT. The task is: Regression. Given a peptide amino acid sequence and an MHC pseudo amino acid sequence, predict their binding affinity value. This is MHC class I binding data. (1) The peptide sequence is RSRSGANII. The MHC is Patr-A0301 with pseudo-sequence Patr-A0301. The binding affinity (normalized) is 0.0949. (2) The peptide sequence is HTLESPVEF. The MHC is HLA-C04:01 with pseudo-sequence HLA-C04:01. The binding affinity (normalized) is 0.0847. (3) The peptide sequence is RMLPKLAEF. The MHC is HLA-C07:01 with pseudo-sequence HLA-C07:01. The binding affinity (normalized) is 0.0847. (4) The peptide sequence is ITMYVAFEQ. The MHC is HLA-B27:03 with pseudo-sequence HLA-B27:03. The binding affinity (normalized) is 0.0847. (5) The peptide sequence is YLYPWSLGL. The MHC is HLA-C12:03 with pseudo-sequence HLA-C12:03. The binding affinity (normalized) is 0.872. (6) The peptide sequence is LIPETVPYI. The MHC is HLA-A26:01 with pseudo-sequence HLA-A26:01. The binding affinity (normalized) is 0.466.